Task: Predict the product of the given reaction.. Dataset: Forward reaction prediction with 1.9M reactions from USPTO patents (1976-2016) (1) Given the reactants CS(O[C@@H:6]1[C@@H:11]([CH3:12])[CH2:10][C@@H:9]([C:13]2[CH:18]=[CH:17][N:16]=[CH:15][C:14]=2[NH:19][C:20]([O:22][C:23]([CH3:26])([CH3:25])[CH3:24])=[O:21])[CH2:8][C@H:7]1[NH:27][C:28]([O:30][C:31]([CH3:34])([CH3:33])[CH3:32])=[O:29])(=O)=O.[N-:35]=[N+:36]=[N-:37].[Na+], predict the reaction product. The product is: [C:23]([O:22][C:20]([NH:19][C:14]1[CH:15]=[N:16][CH:17]=[CH:18][C:13]=1[C@H:9]1[CH2:8][C@@H:7]([NH:27][C:28](=[O:29])[O:30][C:31]([CH3:34])([CH3:33])[CH3:32])[C@@H:6]([N:35]=[N+:36]=[N-:37])[C@@H:11]([CH3:12])[CH2:10]1)=[O:21])([CH3:26])([CH3:25])[CH3:24].[C:23]([O:22][C:20]([NH:19][C:14]1[CH:15]=[N:16][CH:17]=[CH:18][C:13]=1[C@@H:9]1[CH2:8][C@H:7]([NH:27][C:28](=[O:29])[O:30][C:31]([CH3:34])([CH3:33])[CH3:32])[C@H:6]([N:35]=[N+:36]=[N-:37])[C@H:11]([CH3:12])[CH2:10]1)=[O:21])([CH3:26])([CH3:25])[CH3:24]. (2) Given the reactants [O:1]1[C:8]2[CH:7]=[C:6]([C:9]([OH:11])=[O:10])[NH:5][C:4]=2[CH:3]=[CH:2]1.[C:12]([O:18][CH2:19]Cl)(=[O:17])[C:13]([CH3:16])([CH3:15])[CH3:14], predict the reaction product. The product is: [O:1]1[C:8]2[CH:7]=[C:6]([C:9]([O:11][CH2:19][O:18][C:12](=[O:17])[C:13]([CH3:16])([CH3:15])[CH3:14])=[O:10])[NH:5][C:4]=2[CH:3]=[CH:2]1. (3) Given the reactants [CH3:1][O:2][C:3]([C@@H:5]1[C@@H:9]([OH:10])[CH2:8][CH2:7][N:6]1[C:11]([O:13][C:14]([CH3:17])([CH3:16])[CH3:15])=[O:12])=[O:4].N1C=CN=C1.[Si:23](Cl)([C:26]([CH3:29])([CH3:28])[CH3:27])([CH3:25])[CH3:24], predict the reaction product. The product is: [CH3:1][O:2][C:3]([C@@H:5]1[C@@H:9]([O:10][Si:23]([C:26]([CH3:29])([CH3:28])[CH3:27])([CH3:25])[CH3:24])[CH2:8][CH2:7][N:6]1[C:11]([O:13][C:14]([CH3:17])([CH3:16])[CH3:15])=[O:12])=[O:4]. (4) Given the reactants [CH:1]1([C:4]2[NH:25][C:7]3[N:8]=[N:9][C:10]([CH2:12][CH2:13][CH2:14][CH2:15][N:16]4[CH:20]=[C:19]([C:21]([O:23][CH3:24])=[O:22])[N:18]=[N:17]4)=[CH:11][C:6]=3[CH:5]=2)[CH2:3][CH2:2]1.[B-](F)(F)(F)[F:27].[B-](F)(F)(F)F.C1[N+]2(CCl)CC[N+](F)(CC2)C1, predict the reaction product. The product is: [CH:1]1([C:4]2[NH:25][C:7]3[N:8]=[N:9][C:10]([CH2:12][CH2:13][CH2:14][CH2:15][N:16]4[CH:20]=[C:19]([C:21]([O:23][CH3:24])=[O:22])[N:18]=[N:17]4)=[CH:11][C:6]=3[C:5]=2[F:27])[CH2:3][CH2:2]1. (5) Given the reactants S1CCCS[CH:2]1[C:7]1[CH2:12][CH2:11][CH2:10][CH:9]([NH:13][C:14]([NH:16][CH2:17][CH2:18][F:19])=[O:15])[C:8]=1[CH3:20].ClN1C(=[O:27])CCC1=O.[O-]S([O-])(=S)=O.[Na+].[Na+].C([O-])([O-])=O.[Na+].[Na+], predict the reaction product. The product is: [F:19][CH2:18][CH2:17][NH:16][C:14]([NH:13][CH:9]1[CH2:10][CH2:11][CH2:12][C:7]([CH:2]=[O:27])=[C:8]1[CH3:20])=[O:15].